This data is from Reaction yield outcomes from USPTO patents with 853,638 reactions. The task is: Predict the reaction yield, written as a fraction of the theoretical maximum amount of product (1.0 means a 100% yield; for example, 0.34 means a 34% yield). (1) The reactants are [CH3:1][O:2][C:3]([C:5]1[CH:10]=[CH:9][CH:8]=[CH:7][C:6]=1[NH:11][C:12]1[CH:20]=[C:19]2[C:15]([C:16]([C:27]([OH:29])=O)=[N:17][N:18]2[CH:21]2[CH2:26][CH2:25][CH2:24][CH2:23][O:22]2)=[CH:14][CH:13]=1)=[O:4].[CH2:30]([N:32](CC)CC)C.CN.CN(C(ON1N=NC2C=CC=NC1=2)=[N+](C)C)C.F[P-](F)(F)(F)(F)F. The catalyst is CN(C=O)C. The product is [CH3:1][O:2][C:3](=[O:4])[C:5]1[CH:10]=[CH:9][CH:8]=[CH:7][C:6]=1[NH:11][C:12]1[CH:20]=[C:19]2[C:15]([C:16]([C:27](=[O:29])[NH:32][CH3:30])=[N:17][N:18]2[CH:21]2[CH2:26][CH2:25][CH2:24][CH2:23][O:22]2)=[CH:14][CH:13]=1. The yield is 0.420. (2) The reactants are [CH2:1]1[CH:5]2[CH2:6][NH:7][CH2:8][CH:4]2[CH2:3][N:2]1[C:9]([C:11]1[CH:16]=[CH:15][C:14]([O:17][CH3:18])=[CH:13][C:12]=1[N:19]1[N:23]=[CH:22][CH:21]=[N:20]1)=[O:10].Cl[C:25]1[N:30]=[C:29]([CH3:31])[CH:28]=[C:27]([CH3:32])[N:26]=1. The catalyst is CN(C=O)C.CCOC(C)=O. The product is [CH3:32][C:27]1[CH:28]=[C:29]([CH3:31])[N:30]=[C:25]([N:7]2[CH2:8][CH:4]3[CH:5]([CH2:1][N:2]([C:9]([C:11]4[CH:16]=[CH:15][C:14]([O:17][CH3:18])=[CH:13][C:12]=4[N:19]4[N:20]=[CH:21][CH:22]=[N:23]4)=[O:10])[CH2:3]3)[CH2:6]2)[N:26]=1. The yield is 0.970.